This data is from Peptide-MHC class II binding affinity with 134,281 pairs from IEDB. The task is: Regression. Given a peptide amino acid sequence and an MHC pseudo amino acid sequence, predict their binding affinity value. This is MHC class II binding data. (1) The peptide sequence is QGEPGAVIRGKKGAG. The MHC is HLA-DQA10301-DQB10302 with pseudo-sequence HLA-DQA10301-DQB10302. The binding affinity (normalized) is 0.0273. (2) The peptide sequence is GQQRVFKEKVDTRAK. The MHC is DRB3_0301 with pseudo-sequence DRB3_0301. The binding affinity (normalized) is 0. (3) The peptide sequence is IQGNVTSIHSLLDEG. The MHC is DRB1_1602 with pseudo-sequence DRB1_1602. The binding affinity (normalized) is 0.582.